Dataset: Forward reaction prediction with 1.9M reactions from USPTO patents (1976-2016). Task: Predict the product of the given reaction. (1) Given the reactants Cl[C:2]([C@:4]12[CH2:39][CH2:38][C@@H:37]([CH:40]([CH3:42])[CH3:41])[C@@H:5]1[C@@H:6]1[C@@:19]([CH3:22])([CH2:20][CH2:21]2)[C@@:18]2([CH3:23])[C@@H:9]([C@:10]3([CH3:36])[C@@H:15]([CH2:16][CH2:17]2)[C:14]([CH3:25])([CH3:24])[C@@H:13]([C:26]2[CH:35]=[CH:34][C:29]([C:30]([O:32][CH3:33])=[O:31])=[CH:28][CH:27]=2)[CH2:12][CH2:11]3)[CH2:8][CH2:7]1)=[O:3].[NH2:43][CH2:44][CH2:45][C:46]1[CH:51]=[CH:50][CH:49]=[CH:48][N:47]=1, predict the reaction product. The product is: [CH:40]([C@H:37]1[C@@H:5]2[C@@H:6]3[C@@:19]([CH3:22])([CH2:20][CH2:21][C@@:4]2([C:2](=[O:3])[NH:43][CH2:44][CH2:45][C:46]2[CH:51]=[CH:50][CH:49]=[CH:48][N:47]=2)[CH2:39][CH2:38]1)[C@@:18]1([CH3:23])[C@@H:9]([C@:10]2([CH3:36])[C@@H:15]([CH2:16][CH2:17]1)[C:14]([CH3:25])([CH3:24])[C@@H:13]([C:26]1[CH:35]=[CH:34][C:29]([C:30]([O:32][CH3:33])=[O:31])=[CH:28][CH:27]=1)[CH2:12][CH2:11]2)[CH2:8][CH2:7]3)([CH3:42])[CH3:41]. (2) Given the reactants N#N.[CH:3]([Mg]Br)=[CH2:4].[CH2:7]([Sn:15](Cl)([CH2:24][CH2:25][CH2:26][CH2:27][CH2:28][CH2:29][CH2:30][CH3:31])[CH2:16][CH2:17][CH2:18][CH2:19][CH2:20][CH2:21][CH2:22][CH3:23])[CH2:8][CH2:9][CH2:10][CH2:11][CH2:12][CH2:13][CH3:14], predict the reaction product. The product is: [CH:3]([Sn:15]([CH2:24][CH2:25][CH2:26][CH2:27][CH2:28][CH2:29][CH2:30][CH3:31])([CH2:16][CH2:17][CH2:18][CH2:19][CH2:20][CH2:21][CH2:22][CH3:23])[CH2:7][CH2:8][CH2:9][CH2:10][CH2:11][CH2:12][CH2:13][CH3:14])=[CH2:4]. (3) Given the reactants C(N)C1C=CC=CC=1.[NH:9]1[CH2:14][CH2:13][CH2:12][CH2:11][CH2:10]1.[C:15]([C:18]1[S:22][C:21]([N:23]2[CH2:27][CH2:26][N:25]([CH2:28][C:29]3[CH:37]=[CH:36][C:32]([C:33](O)=[O:34])=[CH:31][CH:30]=3)[C:24]2=[O:38])=[N:20][C:19]=1[CH3:39])(=[O:17])[CH3:16], predict the reaction product. The product is: [C:15]([C:18]1[S:22][C:21]([N:23]2[CH2:27][CH2:26][N:25]([CH2:28][C:29]3[CH:37]=[CH:36][C:32]([C:33]([N:9]4[CH2:14][CH2:13][CH2:12][CH2:11][CH2:10]4)=[O:34])=[CH:31][CH:30]=3)[C:24]2=[O:38])=[N:20][C:19]=1[CH3:39])(=[O:17])[CH3:16]. (4) Given the reactants [NH2:1][C:2]1[CH:43]=[CH:42][C:5]([C:6]([N:8]([CH2:34][C:35]([O:37][C:38]([CH3:41])([CH3:40])[CH3:39])=[O:36])[CH2:9][C:10]2[CH:15]=[CH:14][C:13]([C:16]3[O:20][N:19]=[C:18]([C:21]4[CH:26]=[CH:25][C:24]([C:27]5[CH:32]=[CH:31][C:30]([CH3:33])=[CH:29][CH:28]=5)=[CH:23][CH:22]=4)[N:17]=3)=[CH:12][CH:11]=2)=[O:7])=[CH:4][CH:3]=1.CO[C:46]1[CH:51]=[CH:50][CH:49]=[C:48]([O:52][CH3:53])[C:47]=1[CH2:54][C:55]([OH:57])=O.CN([C:61]([O:65]N1N=NC2C=CC=NC1=2)=[N+](C)C)C.F[P-](F)(F)(F)(F)F, predict the reaction product. The product is: [CH3:53][O:52][C:48]1[CH:49]=[CH:50][C:51]([O:65][CH3:61])=[CH:46][C:47]=1[CH2:54][C:55]([NH:1][C:2]1[CH:43]=[CH:42][C:5]([C:6]([N:8]([CH2:34][C:35]([O:37][C:38]([CH3:39])([CH3:40])[CH3:41])=[O:36])[CH2:9][C:10]2[CH:11]=[CH:12][C:13]([C:16]3[O:20][N:19]=[C:18]([C:21]4[CH:26]=[CH:25][C:24]([C:27]5[CH:32]=[CH:31][C:30]([CH3:33])=[CH:29][CH:28]=5)=[CH:23][CH:22]=4)[N:17]=3)=[CH:14][CH:15]=2)=[O:7])=[CH:4][CH:3]=1)=[O:57]. (5) Given the reactants [CH2:1]([C:3]1[C:4]([O:24][CH3:25])=[CH:5][C:6]([O:22][CH3:23])=[C:7]([NH:9][C:10]2[CH:15]=[CH:14][C:13]([C:16](=[O:18])[CH3:17])=[CH:12][C:11]=2[N+:19]([O-])=O)[CH:8]=1)[CH3:2].C(Cl)Cl.CO, predict the reaction product. The product is: [NH2:19][C:11]1[CH:12]=[C:13]([C:16](=[O:18])[CH3:17])[CH:14]=[CH:15][C:10]=1[NH:9][C:7]1[CH:8]=[C:3]([CH2:1][CH3:2])[C:4]([O:24][CH3:25])=[CH:5][C:6]=1[O:22][CH3:23].